This data is from Forward reaction prediction with 1.9M reactions from USPTO patents (1976-2016). The task is: Predict the product of the given reaction. Given the reactants Cl.C(O[C:7](=O)[N:8]([CH2:10][C:11]1[CH:16]=[CH:15][C:14]([NH:17][C:18]([C:20]2[C:21](=[O:37])[O:22][C:23]3[C:28]([CH:29]=2)=[CH:27][CH:26]=[C:25]([O:30][CH2:31][CH2:32][F:33])[C:24]=3[CH2:34][CH2:35][CH3:36])=[O:19])=[CH:13][CH:12]=1)C)(C)(C)C, predict the reaction product. The product is: [CH3:7][NH:8][CH2:10][C:11]1[CH:16]=[CH:15][C:14]([NH:17][C:18]([C:20]2[C:21](=[O:37])[O:22][C:23]3[C:28]([CH:29]=2)=[CH:27][CH:26]=[C:25]([O:30][CH2:31][CH2:32][F:33])[C:24]=3[CH2:34][CH2:35][CH3:36])=[O:19])=[CH:13][CH:12]=1.